Dataset: Reaction yield outcomes from USPTO patents with 853,638 reactions. Task: Predict the reaction yield, written as a fraction of the theoretical maximum amount of product (1.0 means a 100% yield; for example, 0.34 means a 34% yield). (1) The reactants are [N+:1]([C:4]1[CH:12]=[CH:11][C:7]2[N:8]=C[S:10][C:6]=2[CH:5]=1)([O-:3])=[O:2].O.NN. The catalyst is C(O)C. The product is [NH2:8][C:7]1[CH:11]=[CH:12][C:4]([N+:1]([O-:3])=[O:2])=[CH:5][C:6]=1[SH:10]. The yield is 0.840. (2) The reactants are Cl[C:2]1[N:7]=[C:6]([C:8]2[S:12][CH:11]=[N:10][C:9]=2[C:13]2[CH:14]=[C:15]([NH:19][S:20]([C:23]3[C:28]([F:29])=[CH:27][CH:26]=[CH:25][C:24]=3[F:30])(=[O:22])=[O:21])[CH:16]=[CH:17][CH:18]=2)[CH:5]=[CH:4][N:3]=1. The catalyst is C(N)C(C)C. The product is [F:30][C:24]1[CH:25]=[CH:26][CH:27]=[C:28]([F:29])[C:23]=1[S:20]([NH:19][C:15]1[CH:16]=[CH:17][CH:18]=[C:13]([C:9]2[N:10]=[CH:11][S:12][C:8]=2[C:6]2[CH:5]=[CH:4][N:3]=[C:2]([NH:10][CH2:9][CH:13]([CH3:14])[CH3:18])[N:7]=2)[CH:14]=1)(=[O:22])=[O:21]. The yield is 0.602. (3) The reactants are Cl[C:2]1[N:7]=[CH:6][N:5]=[C:4]([O:8][C:9]2[CH:35]=[CH:34][CH:33]=[CH:32][C:10]=2[CH2:11][NH:12][C:13]([NH:15][C:16]2[N:20]([C:21]3[CH:26]=[CH:25][C:24]([CH3:27])=[CH:23][CH:22]=3)[N:19]=[C:18]([C:28]([CH3:31])([CH3:30])[CH3:29])[CH:17]=2)=[O:14])[CH:3]=1.[C:36](=[O:39])([O-])[O-].[Na+].[Na+]. The product is [O:39]1[CH2:36][CH2:6][N:5]([C:2]2[N:7]=[CH:6][N:5]=[C:4]([O:8][C:9]3[CH:35]=[CH:34][CH:33]=[CH:32][C:10]=3[CH2:11][NH:12][C:13]([NH:15][C:16]3[N:20]([C:21]4[CH:26]=[CH:25][C:24]([CH3:27])=[CH:23][CH:22]=4)[N:19]=[C:18]([C:28]([CH3:31])([CH3:30])[CH3:29])[CH:17]=3)=[O:14])[CH:3]=2)[CH2:4][CH2:3]1. The catalyst is C(O)C.N1CCOCC1. The yield is 0.910. (4) The catalyst is O1CCOCC1. The yield is 0.720. The product is [CH3:19][C:18]([O:17][C:15]([N:13]([CH2:12][C:10]1[CH:11]=[C:2]([C:22]2[CH:27]=[CH:26][CH:25]=[CH:24][CH:23]=2)[C:3]([C:4]([O:6][CH3:7])=[O:5])=[CH:8][CH:9]=1)[CH3:14])=[O:16])([CH3:21])[CH3:20]. The reactants are Br[C:2]1[CH:11]=[C:10]([CH2:12][N:13]([C:15]([O:17][C:18]([CH3:21])([CH3:20])[CH3:19])=[O:16])[CH3:14])[CH:9]=[CH:8][C:3]=1[C:4]([O:6][CH3:7])=[O:5].[C:22]1(B(O)O)[CH:27]=[CH:26][CH:25]=[CH:24][CH:23]=1.C(=O)([O-])[O-].[Na+].[Na+]. (5) The reactants are Br[C:2]1[CH:7]=[CH:6][C:5]([F:8])=[CH:4][C:3]=1[CH3:9].[CH:10]([O:12]CCCC)=[CH2:11].C1(P(C2C=CC=CC=2)CCCP(C2C=CC=CC=2)C2C=CC=CC=2)C=CC=CC=1.C(=O)([O-])[O-].[K+].[K+]. The catalyst is CN(C=O)C.O.CCOC(C)=O.Cl.C([O-])(=O)C.[Pd+2].C([O-])(=O)C. The product is [F:8][C:5]1[CH:6]=[CH:7][C:2]([C:10](=[O:12])[CH3:11])=[C:3]([CH3:9])[CH:4]=1. The yield is 0.490. (6) The reactants are [F:1][C:2]([F:13])([F:12])[C:3]1[CH:8]=[CH:7][CH:6]=[C:5]([N:9]=[C:10]=[O:11])[CH:4]=1.[F:14][C:15]([F:24])([F:23])[C:16]1[CH:17]=[C:18]([CH:20]=[CH:21][CH:22]=1)[NH2:19]. The catalyst is ClCCl. The product is [F:1][C:2]([F:12])([F:13])[C:3]1[CH:4]=[C:5]([NH:9][C:10]([NH:19][C:18]2[CH:20]=[CH:21][CH:22]=[C:16]([C:15]([F:14])([F:23])[F:24])[CH:17]=2)=[O:11])[CH:6]=[CH:7][CH:8]=1. The yield is 0.970. (7) The reactants are C([Mg]Br)C.[Cl:5][C:6]1[N:20]=[CH:19][C:9]2[C:10]3[N:11]([CH:15]=[C:16](I)[N:17]=3)[CH2:12][CH2:13][O:14][C:8]=2[CH:7]=1.CN(C)[CH:23]=[O:24]. The catalyst is O1CCCC1. The product is [Cl:5][C:6]1[N:20]=[CH:19][C:9]2[C:10]3[N:11]([CH:15]=[C:16]([CH:23]=[O:24])[N:17]=3)[CH2:12][CH2:13][O:14][C:8]=2[CH:7]=1. The yield is 0.980. (8) The reactants are [OH:1][C:2]1[C:3]([CH2:33][OH:34])=[C:4]([CH2:9][NH:10][C:11]([C:13]2[CH:18]=[CH:17][C:16]([C:19]3[CH:24]=[CH:23][CH:22]=[CH:21][C:20]=3[S:25](=[O:32])(=[O:31])[NH:26][C:27]([CH3:30])([CH3:29])[CH3:28])=[CH:15][CH:14]=2)=[O:12])[CH:5]=[N:6][C:7]=1[CH3:8].Br[CH2:36][C:37]1[CH:42]=[CH:41][CH:40]=[C:39]([C:43]#[N:44])[CH:38]=1. No catalyst specified. The product is [C:43]([C:39]1[CH:38]=[C:37]([CH:42]=[CH:41][CH:40]=1)[CH2:36][O:1][C:2]1[C:3]([CH2:33][OH:34])=[C:4]([CH2:9][NH:10][C:11]([C:13]2[CH:18]=[CH:17][C:16]([C:19]3[CH:24]=[CH:23][CH:22]=[CH:21][C:20]=3[S:25](=[O:32])(=[O:31])[NH:26][C:27]([CH3:30])([CH3:28])[CH3:29])=[CH:15][CH:14]=2)=[O:12])[CH:5]=[N:6][C:7]=1[CH3:8])#[N:44]. The yield is 0.520. (9) The reactants are [CH3:1][O:2][C:3]1[CH:4]=[C:5]2[O:9][C:8]([C:10]3[N:11]=[C:12]4[N:16]([CH:17]=3)[N:15]=[C:14]([O:18][CH3:19])[S:13]4)=[CH:7][C:6]2=[C:20]([OH:22])[CH:21]=1.O[C:24]1([C:37]2[S:38][CH:39]=[C:40]([CH2:42]O)[N:41]=2)[CH2:29][CH2:28][CH:27]([C:30]([O:32][C:33]([CH3:36])([CH3:35])[CH3:34])=[O:31])[CH2:26][CH2:25]1.C(P(CCCC)CCCC)CCC.N(C(N1CCCCC1)=O)=NC(N1CCCCC1)=O. The catalyst is C1COCC1.C(OCC)(=O)C. The product is [CH3:1][O:2][C:3]1[CH:21]=[C:20]([O:22][CH2:42][C:40]2[N:41]=[C:37]([C:24]3[CH2:29][CH2:28][CH:27]([C:30]([O:32][C:33]([CH3:36])([CH3:35])[CH3:34])=[O:31])[CH2:26][CH:25]=3)[S:38][CH:39]=2)[C:6]2[CH:7]=[C:8]([C:10]3[N:11]=[C:12]4[N:16]([CH:17]=3)[N:15]=[C:14]([O:18][CH3:19])[S:13]4)[O:9][C:5]=2[CH:4]=1. The yield is 0.0800. (10) The reactants are Br[CH2:2][CH2:3][CH2:4][CH2:5][CH2:6][CH2:7][CH2:8][CH2:9][CH2:10][CH2:11][CH2:12][CH:13]([OH:19])[CH2:14][CH2:15][CH2:16][CH2:17][CH3:18].[C-:20]#[N:21].[Na+]. The catalyst is CN(C=O)C.C(OCC)C. The product is [OH:19][CH:13]([CH2:14][CH2:15][CH2:16][CH2:17][CH3:18])[CH2:12][CH2:11][CH2:10][CH2:9][CH2:8][CH2:7][CH2:6][CH2:5][CH2:4][CH2:3][CH2:2][C:20]#[N:21]. The yield is 0.920.